Dataset: Blood-brain barrier permeability classification from the B3DB database. Task: Regression/Classification. Given a drug SMILES string, predict its absorption, distribution, metabolism, or excretion properties. Task type varies by dataset: regression for continuous measurements (e.g., permeability, clearance, half-life) or binary classification for categorical outcomes (e.g., BBB penetration, CYP inhibition). Dataset: b3db_classification. The drug is C[C@H](O)[C@H]1C(=O)N2C(C(=O)O)=C(S[C@@H]3CN[C@H](C(=O)N(C)C)C3)[C@@H](C)[C@H]12. The result is 0 (does not penetrate BBB).